From a dataset of Experimentally validated miRNA-target interactions with 360,000+ pairs, plus equal number of negative samples. Binary Classification. Given a miRNA mature sequence and a target amino acid sequence, predict their likelihood of interaction. The miRNA is hsa-miR-524-3p with sequence GAAGGCGCUUCCCUUUGGAGU. The protein sequence of the target gene is MKTQRDGHSLGRWSLVLLLLGLVMPLAIIAQVLSYKEAVLRAIDGINQRSSDANLYRLLDLDPRPTMDGDPDTPKPVSFTVKETVCPRTTQQSPEDCDFKKDGLVKRCMGTVTLNQARGSFDISCDKDNKRFALLGDFFRKSKEKIGKEFKRIVQRIKDFLRNLVPRTES. Result: 0 (no interaction).